This data is from NCI-60 drug combinations with 297,098 pairs across 59 cell lines. The task is: Regression. Given two drug SMILES strings and cell line genomic features, predict the synergy score measuring deviation from expected non-interaction effect. (1) Drug 1: C1=NC2=C(N=C(N=C2N1C3C(C(C(O3)CO)O)F)Cl)N. Drug 2: C1CN(P(=O)(OC1)NCCCl)CCCl. Cell line: MALME-3M. Synergy scores: CSS=1.59, Synergy_ZIP=-1.15, Synergy_Bliss=-1.82, Synergy_Loewe=1.45, Synergy_HSA=-2.45. (2) Drug 1: C1CC(C1)(C(=O)O)C(=O)O.[NH2-].[NH2-].[Pt+2]. Drug 2: C(CCl)NC(=O)N(CCCl)N=O. Cell line: M14. Synergy scores: CSS=13.4, Synergy_ZIP=-0.938, Synergy_Bliss=2.72, Synergy_Loewe=1.78, Synergy_HSA=2.36. (3) Drug 1: C1=CC(=CC=C1CCCC(=O)O)N(CCCl)CCCl. Drug 2: CN1C2=C(C=C(C=C2)N(CCCl)CCCl)N=C1CCCC(=O)O.Cl. Cell line: HS 578T. Synergy scores: CSS=19.9, Synergy_ZIP=-8.17, Synergy_Bliss=-3.88, Synergy_Loewe=-3.16, Synergy_HSA=-1.83. (4) Cell line: SK-MEL-5. Drug 1: CC(C1=C(C=CC(=C1Cl)F)Cl)OC2=C(N=CC(=C2)C3=CN(N=C3)C4CCNCC4)N. Synergy scores: CSS=-9.62, Synergy_ZIP=2.98, Synergy_Bliss=-5.90, Synergy_Loewe=-9.69, Synergy_HSA=-11.3. Drug 2: CC1=C(C(=CC=C1)Cl)NC(=O)C2=CN=C(S2)NC3=CC(=NC(=N3)C)N4CCN(CC4)CCO. (5) Drug 1: CS(=O)(=O)C1=CC(=C(C=C1)C(=O)NC2=CC(=C(C=C2)Cl)C3=CC=CC=N3)Cl. Drug 2: C1CN(CCN1C(=O)CCBr)C(=O)CCBr. Cell line: UACC-257. Synergy scores: CSS=4.56, Synergy_ZIP=-0.564, Synergy_Bliss=2.71, Synergy_Loewe=0.566, Synergy_HSA=0.453.